Dataset: Full USPTO retrosynthesis dataset with 1.9M reactions from patents (1976-2016). Task: Predict the reactants needed to synthesize the given product. (1) Given the product [C:1]([O:5][C:6](=[O:17])[CH2:7][O:8][C:9]1[CH:14]=[CH:13][CH:12]=[C:11]([CH2:15][NH:16][CH2:27][C:26]2[CH:25]=[CH:24][C:23]([C:19]3[S:18][CH:22]=[CH:21][N:20]=3)=[CH:30][CH:29]=2)[CH:10]=1)([CH3:4])([CH3:2])[CH3:3], predict the reactants needed to synthesize it. The reactants are: [C:1]([O:5][C:6](=[O:17])[CH2:7][O:8][C:9]1[CH:14]=[CH:13][CH:12]=[C:11]([CH2:15][NH2:16])[CH:10]=1)([CH3:4])([CH3:3])[CH3:2].[S:18]1[CH:22]=[CH:21][N:20]=[C:19]1[C:23]1[CH:30]=[CH:29][C:26]([CH:27]=O)=[CH:25][CH:24]=1.[BH4-].[Na+]. (2) Given the product [CH2:6]([O:13][C:14]1[CH:19]=[CH:18][N:17]([C:20]2[CH:28]=[C:27]3[C:23]([C:24]4[CH2:33][CH2:32][N:31]([CH:2]([CH3:4])[CH3:3])[CH2:30][C:25]=4[N:26]3[CH3:29])=[CH:22][CH:21]=2)[C:16](=[O:34])[CH:15]=1)[C:7]1[CH:8]=[CH:9][CH:10]=[CH:11][CH:12]=1, predict the reactants needed to synthesize it. The reactants are: Br[CH:2]([CH3:4])[CH3:3].Cl.[CH2:6]([O:13][C:14]1[CH:19]=[CH:18][N:17]([C:20]2[CH:28]=[C:27]3[C:23]([C:24]4[CH2:33][CH2:32][NH:31][CH2:30][C:25]=4[N:26]3[CH3:29])=[CH:22][CH:21]=2)[C:16](=[O:34])[CH:15]=1)[C:7]1[CH:12]=[CH:11][CH:10]=[CH:9][CH:8]=1.C([O-])([O-])=O.[Cs+].[Cs+]. (3) Given the product [Cl:35][C:32]1[CH:33]=[CH:34][C:29]([C:26]2[CH:27]=[CH:28][C:23]([C:20]3([C:17]4[N:13]5[CH2:14][CH2:15][S:16][C:10]([CH2:9][OH:8])([CH3:36])[CH2:11][C:12]5=[N:19][N:18]=4)[CH2:22][CH2:21]3)=[CH:24][CH:25]=2)=[N:30][CH:31]=1, predict the reactants needed to synthesize it. The reactants are: [Si]([O:8][CH2:9][C:10]1([CH3:36])[S:16][CH2:15][CH2:14][N:13]2[C:17]([C:20]3([C:23]4[CH:28]=[CH:27][C:26]([C:29]5[CH:34]=[CH:33][C:32]([Cl:35])=[CH:31][N:30]=5)=[CH:25][CH:24]=4)[CH2:22][CH2:21]3)=[N:18][N:19]=[C:12]2[CH2:11]1)(C(C)(C)C)(C)C.Cl. (4) Given the product [N+:1]([C:4]1[CH:9]=[CH:8][C:7]([N:10]2[CH2:11][CH2:12][C:13]3([O:19][CH2:18][CH2:17][O:16]3)[CH2:14][CH2:15]2)=[CH:6][CH:5]=1)([O-:3])=[O:2], predict the reactants needed to synthesize it. The reactants are: [N+:1]([C:4]1[CH:9]=[CH:8][C:7]([N:10]2[CH2:15][CH2:14][C:13](=[O:16])[CH2:12][CH2:11]2)=[CH:6][CH:5]=1)([O-:3])=[O:2].[CH2:17](O)[CH2:18][OH:19].C1(C)C=CC(S(O)(=O)=O)=CC=1.O. (5) Given the product [Br:8][C:6]1[CH:7]=[C:2]([NH:1][S:23]([C:20]2[CH:21]=[CH:22][C:17]([F:16])=[CH:18][CH:19]=2)(=[O:25])=[O:24])[C:3]([Cl:9])=[N:4][CH:5]=1, predict the reactants needed to synthesize it. The reactants are: [NH2:1][C:2]1[C:3]([Cl:9])=[N:4][CH:5]=[C:6]([Br:8])[CH:7]=1.N1C=CC=CC=1.[F:16][C:17]1[CH:22]=[CH:21][C:20]([S:23](Cl)(=[O:25])=[O:24])=[CH:19][CH:18]=1.C(=O)([O-])[O-].[K+].[K+].Cl. (6) Given the product [Cl:1][C:2]1[N:7]=[N:6][C:5]([NH:8][S:20]([CH2:19][C:14]2[CH:15]=[CH:16][C:17]([F:18])=[C:12]([F:11])[CH:13]=2)(=[O:22])=[O:21])=[C:4]([OH:9])[CH:3]=1, predict the reactants needed to synthesize it. The reactants are: [Cl:1][C:2]1[N:7]=[N:6][C:5]([NH2:8])=[C:4]([O:9]C)[CH:3]=1.[F:11][C:12]1[CH:13]=[C:14]([CH2:19][S:20](Cl)(=[O:22])=[O:21])[CH:15]=[CH:16][C:17]=1[F:18].B(Br)(Br)Br.C(Cl)Cl.C([O-])(O)=O.[Na+]. (7) Given the product [Cl:77][C:74]1[CH:75]=[CH:76][C:71]([C:66]2[CH:67]=[CH:68][CH:69]=[CH:70][C:65]=2[C@H:9]([OH:8])[CH:10]2[CH2:15][CH2:14][N:13]([C:16]3[CH:17]=[CH:18][C:19]([C:20]([NH:22][S:23]([C:26]4[CH:31]=[CH:30][C:29]([NH:32][C@H:33]([CH2:42][CH2:43][N:44]5[CH2:49][CH2:48][O:47][CH2:46][C@@H:45]5[CH2:50][N:51]([CH2:54][CH3:55])[CH2:52][CH3:53])[CH2:34][S:35][C:36]5[CH:41]=[CH:40][CH:39]=[CH:38][CH:37]=5)=[C:28]([S:56]([C:59]([F:62])([F:61])[F:60])(=[O:57])=[O:58])[CH:27]=4)(=[O:24])=[O:25])=[O:21])=[CH:63][CH:64]=3)[CH2:12][CH2:11]2)=[CH:72][CH:73]=1, predict the reactants needed to synthesize it. The reactants are: [Si]([O:8][C@@H:9]([C:65]1[CH:70]=[CH:69][CH:68]=[CH:67][C:66]=1[C:71]1[CH:76]=[CH:75][C:74]([Cl:77])=[CH:73][CH:72]=1)[CH:10]1[CH2:15][CH2:14][N:13]([C:16]2[CH:64]=[CH:63][C:19]([C:20]([NH:22][S:23]([C:26]3[CH:31]=[CH:30][C:29]([NH:32][C@H:33]([CH2:42][CH2:43][N:44]4[CH2:49][CH2:48][O:47][CH2:46][C@@H:45]4[CH2:50][N:51]([CH2:54][CH3:55])[CH2:52][CH3:53])[CH2:34][S:35][C:36]4[CH:41]=[CH:40][CH:39]=[CH:38][CH:37]=4)=[C:28]([S:56]([C:59]([F:62])([F:61])[F:60])(=[O:58])=[O:57])[CH:27]=3)(=[O:25])=[O:24])=[O:21])=[CH:18][CH:17]=2)[CH2:12][CH2:11]1)(C(C)(C)C)(C)C.CCCC[N+](CCCC)(CCCC)CCCC.[F-].